Dataset: Reaction yield outcomes from USPTO patents with 853,638 reactions. Task: Predict the reaction yield, written as a fraction of the theoretical maximum amount of product (1.0 means a 100% yield; for example, 0.34 means a 34% yield). (1) The reactants are [Br:1][C:2]1[C:14](=[O:15])[N:13]([CH:16]2[CH2:20][CH2:19][CH2:18][CH2:17]2)[C:5]2[N:6]=[C:7](S(C)=O)[N:8]=[CH:9][C:4]=2[C:3]=1[CH3:21].[C:22]([O:26][C:27]([N:29]1[CH:34]([CH3:35])[CH2:33][N:32]([C:36]2[CH:37]=[N:38][C:39]([NH2:42])=[CH:40][CH:41]=2)[CH2:31][CH:30]1[CH3:43])=[O:28])([CH3:25])([CH3:24])[CH3:23]. The catalyst is C1(C)C=CC=CC=1. The product is [C:22]([O:26][C:27]([N:29]1[CH:30]([CH3:43])[CH2:31][N:32]([C:36]2[CH:37]=[N:38][C:39]([NH:42][C:7]3[N:8]=[CH:9][C:4]4[C:3]([CH3:21])=[C:2]([Br:1])[C:14](=[O:15])[N:13]([CH:16]5[CH2:20][CH2:19][CH2:18][CH2:17]5)[C:5]=4[N:6]=3)=[CH:40][CH:41]=2)[CH2:33][CH:34]1[CH3:35])=[O:28])([CH3:23])([CH3:24])[CH3:25]. The yield is 0.376. (2) The catalyst is C(Cl)(Cl)Cl. The yield is 0.300. The product is [O:1]=[C:2]1[C:11]2[CH:10]=[CH:9][CH:8]=[CH:7][C:6]=2[NH:5][C:4]2=[C:12]([C:15]#[N:16])[CH:13]=[N:14][N:3]12. The reactants are [O:1]=[C:2]1[C:11]2[CH:10]=[CH:9][CH:8]=[CH:7][C:6]=2[NH:5][C:4]2=[C:12]([CH:15]=[N:16]O)[CH:13]=[N:14][N:3]12.P(Cl)(Cl)(Cl)=O. (3) The reactants are [Cl:1][C:2]1[CH:3]=[CH:4][C:5](I)=[C:6]([CH:28]=1)[C:7]([N:9]1[CH2:14][CH2:13][CH2:12][C@@H:11]([CH3:15])[C@H:10]1[CH2:16][N:17]1[C:25](=[O:26])[C:24]2[C:19](=[CH:20][CH:21]=[CH:22][CH:23]=2)[C:18]1=[O:27])=[O:8].C([Sn](CCCC)(CCCC)[C:35]1[N:40]=[CH:39][CH:38]=[CH:37][N:36]=1)CCC.[F-].[Cs+]. The catalyst is CN(C=O)C.[Cu]I.C1C=CC([P]([Pd]([P](C2C=CC=CC=2)(C2C=CC=CC=2)C2C=CC=CC=2)([P](C2C=CC=CC=2)(C2C=CC=CC=2)C2C=CC=CC=2)[P](C2C=CC=CC=2)(C2C=CC=CC=2)C2C=CC=CC=2)(C2C=CC=CC=2)C2C=CC=CC=2)=CC=1. The product is [Cl:1][C:2]1[CH:3]=[CH:4][C:5]([C:35]2[N:40]=[CH:39][CH:38]=[CH:37][N:36]=2)=[C:6]([CH:28]=1)[C:7]([N:9]1[CH2:14][CH2:13][CH2:12][C@@H:11]([CH3:15])[C@H:10]1[CH2:16][N:17]1[C:25](=[O:26])[C:24]2[C:19](=[CH:20][CH:21]=[CH:22][CH:23]=2)[C:18]1=[O:27])=[O:8]. The yield is 0.670. (4) The reactants are [CH2:1]([C:8]([OH:10])=[O:9])[C:2]([CH2:4][C:5]([OH:7])=O)=[O:3].[C:11](OC(=O)C)(=[O:13])[CH3:12]. The catalyst is C1(C)C=CC=CC=1. The product is [C:11]([O:7][C:5]1[CH2:4][C:2](=[O:3])[O:1][C:8](=[O:9])[CH:10]=1)(=[O:13])[CH3:12]. The yield is 0.540. (5) The reactants are [CH:1]1([NH2:4])[CH2:3][CH2:2]1.[Cl:5][C:6]1[N:11]=[C:10](Cl)[CH:9]=[C:8]([CH2:13][O:14][CH2:15][C:16]([F:19])([F:18])[F:17])[N:7]=1. The catalyst is CO.C(#N)C. The product is [Cl:5][C:6]1[N:11]=[C:10]([NH:4][CH:1]2[CH2:3][CH2:2]2)[CH:9]=[C:8]([CH2:13][O:14][CH2:15][C:16]([F:19])([F:17])[F:18])[N:7]=1. The yield is 0.570. (6) The reactants are Cl.C(OC(=O)[NH:8][CH2:9][CH2:10][N:11]1[CH2:16][CH2:15][N:14]([CH2:17]/[CH:18]=[CH:19]/[C:20](=[O:50])[N:21]2[CH2:26][CH2:25][CH:24]([N:27]3[C:35]4[C:34]([O:36][C:37]5[CH:42]=[CH:41][C:40]([O:43][C:44]6[CH:49]=[CH:48][CH:47]=[CH:46][CH:45]=6)=[CH:39][CH:38]=5)=[N:33][CH:32]=[N:31][C:30]=4[CH:29]=[CH:28]3)[CH2:23][CH2:22]2)[CH2:13][CH2:12]1)(C)(C)C. The catalyst is O1CCOCC1. The product is [NH2:8][CH2:9][CH2:10][N:11]1[CH2:16][CH2:15][N:14]([CH2:17]/[CH:18]=[CH:19]/[C:20]([N:21]2[CH2:22][CH2:23][CH:24]([N:27]3[C:35]4[C:34]([O:36][C:37]5[CH:38]=[CH:39][C:40]([O:43][C:44]6[CH:45]=[CH:46][CH:47]=[CH:48][CH:49]=6)=[CH:41][CH:42]=5)=[N:33][CH:32]=[N:31][C:30]=4[CH:29]=[CH:28]3)[CH2:25][CH2:26]2)=[O:50])[CH2:13][CH2:12]1. The yield is 0.799.